This data is from Catalyst prediction with 721,799 reactions and 888 catalyst types from USPTO. The task is: Predict which catalyst facilitates the given reaction. Reactant: CS(O[CH2:6][C@H:7]1[CH2:12][CH2:11][CH2:10][N:9]([C:13]([O:15][C:16]([CH3:19])([CH3:18])[CH3:17])=[O:14])[CH2:8]1)(=O)=O.[N-:20]=[N+:21]=[N-:22].[Na+]. Product: [N:20]([CH2:6][C@H:7]1[CH2:12][CH2:11][CH2:10][N:9]([C:13]([O:15][C:16]([CH3:19])([CH3:18])[CH3:17])=[O:14])[CH2:8]1)=[N+:21]=[N-:22]. The catalyst class is: 42.